The task is: Predict the reactants needed to synthesize the given product.. This data is from Full USPTO retrosynthesis dataset with 1.9M reactions from patents (1976-2016). (1) The reactants are: [CH3:1][O:2][C:3](=[O:11])[C:4]1[CH:9]=[CH:8][C:7]([NH2:10])=[N:6][CH:5]=1.[C:12]([C:16]1[CH:23]=[CH:22][C:19]([CH:20]=O)=[CH:18][CH:17]=1)([CH3:15])([CH3:14])[CH3:13].C([O:26][C:27](=O)[C:28]([OH:39])=[CH:29][C:30](=[O:38])[C:31]1[CH:36]=[CH:35][C:34]([CH3:37])=[CH:33][CH:32]=1)C. Given the product [CH3:1][O:2][C:3](=[O:11])[C:4]1[CH:9]=[CH:8][C:7]([N:10]2[C:27](=[O:26])[C:28]([OH:39])=[C:29]([C:30](=[O:38])[C:31]3[CH:32]=[CH:33][C:34]([CH3:37])=[CH:35][CH:36]=3)[CH:20]2[C:19]2[CH:22]=[CH:23][C:16]([C:12]([CH3:15])([CH3:14])[CH3:13])=[CH:17][CH:18]=2)=[N:6][CH:5]=1, predict the reactants needed to synthesize it. (2) The reactants are: [N+:1]([C:4]1[CH:8]=[CH:7][NH:6][N:5]=1)([O-:3])=[O:2].C(=O)([O-])[O-].[K+].[K+].[I-].[Na+].Br[CH2:18][C:19]1[CH:24]=[C:23]([Cl:25])[CH:22]=[CH:21][C:20]=1[O:26][CH2:27][C:28]1[CH:33]=[CH:32][CH:31]=[CH:30][CH:29]=1. Given the product [Cl:25][C:23]1[CH:22]=[CH:21][C:20]([O:26][CH2:27][C:28]2[CH:29]=[CH:30][CH:31]=[CH:32][CH:33]=2)=[C:19]([CH2:18][N:6]2[CH:7]=[CH:8][C:4]([N+:1]([O-:3])=[O:2])=[N:5]2)[CH:24]=1, predict the reactants needed to synthesize it. (3) The reactants are: C1(C[N:8]([CH2:23][CH:24]([CH:26]2[CH2:31][CH2:30][C:29]3[CH:32]=[C:33]([F:36])[CH:34]=[CH:35][C:28]=3[O:27]2)[OH:25])[CH2:9][CH:10]([CH:12]2[CH2:17][CH2:16][C:15]3[CH:18]=[C:19]([F:22])[CH:20]=[CH:21][C:14]=3[O:13]2)[OH:11])C=CC=CC=1.CO.C([O-])=O.[NH4+]. Given the product [CH:34]1[C:33]([F:36])=[CH:32][C:29]2[CH2:30][CH2:31][CH:26]([CH:24]([OH:25])[CH2:23][NH:8][CH2:9][CH:10]([OH:11])[CH:12]3[O:13][C:14]4[CH:21]=[CH:20][C:19]([F:22])=[CH:18][C:15]=4[CH2:16][CH2:17]3)[O:27][C:28]=2[CH:35]=1, predict the reactants needed to synthesize it. (4) Given the product [F:72][C:70]1[CH:69]=[CH:68][C:67]([C:73]([F:75])([F:74])[F:76])=[C:66]([CH:71]=1)[C:65]([N:62]1[CH2:63][CH2:64][N:59]([C:57](=[O:58])[CH2:56][NH:55][C:42]([C:39]2[CH:38]=[C:37]([C:32]3[CH:33]=[CH:34][CH:35]=[CH:36][N:31]=3)[NH:41][N:40]=2)=[O:44])[CH2:60][CH2:61]1)=[O:77], predict the reactants needed to synthesize it. The reactants are: CCN(C(C)C)C(C)C.C1C=CC2N(O)N=NC=2C=1.CCN=C=NCCCN(C)C.[N:31]1[CH:36]=[CH:35][CH:34]=[CH:33][C:32]=1[C:37]1[NH:41][N:40]=[C:39]([C:42]([OH:44])=O)[CH:38]=1.N1C=CC=CC=1C(=O)C.Cl.[NH2:55][CH2:56][C:57]([N:59]1[CH2:64][CH2:63][N:62]([C:65](=[O:77])[C:66]2[CH:71]=[C:70]([F:72])[CH:69]=[CH:68][C:67]=2[C:73]([F:76])([F:75])[F:74])[CH2:61][CH2:60]1)=[O:58].FC1C=CC(C(F)(F)F)=C(C=1)C(O)=O. (5) Given the product [CH3:21][O:22][C:23]([C@@H:24]([NH:25][C:1](=[O:20])[O:12][CH2:13][C:14]1[CH:15]=[CH:16][N:17]=[CH:18][CH:19]=1)[CH2:26][C:27]1[CH:28]=[CH:29][C:30]([OH:33])=[CH:31][CH:32]=1)=[O:34], predict the reactants needed to synthesize it. The reactants are: [C:1](=[O:20])([O:12][CH2:13][C:14]1[CH:19]=[CH:18][N:17]=[CH:16][CH:15]=1)OC1C=CC([N+]([O-])=O)=CC=1.[CH3:21][O:22][C:23](=[O:34])[C@H:24]([CH2:26][C:27]1[CH:32]=[CH:31][C:30]([OH:33])=[CH:29][CH:28]=1)[NH2:25].CCN(C(C)C)C(C)C. (6) Given the product [C:15]1([C:11]2[CH:12]=[CH:13][CH:14]=[C:9]([C:6]3[CH:7]=[CH:8][C:3]([OH:2])=[CH:4][CH:5]=3)[CH:10]=2)[CH:16]=[CH:17][C:18]([OH:21])=[CH:19][CH:20]=1, predict the reactants needed to synthesize it. The reactants are: C[O:2][C:3]1[CH:8]=[CH:7][C:6]([C:9]2[CH:14]=[CH:13][CH:12]=[C:11]([C:15]3[CH:20]=[CH:19][C:18]([O:21]C)=[CH:17][CH:16]=3)[CH:10]=2)=[CH:5][CH:4]=1. (7) Given the product [CH3:24][O:25][C:26]1[N:31]=[C:30]([O:32][CH3:33])[C:29]([C:2]2[CH:17]=[CH:16][C:5]([CH2:6][CH2:7][NH:8][C:9](=[O:15])[O:10][C:11]([CH3:14])([CH3:13])[CH3:12])=[CH:4][CH:3]=2)=[CH:28][N:27]=1, predict the reactants needed to synthesize it. The reactants are: Br[C:2]1[CH:17]=[CH:16][C:5]([CH2:6][CH2:7][NH:8][C:9](=[O:15])[O:10][C:11]([CH3:14])([CH3:13])[CH3:12])=[CH:4][CH:3]=1.C(=O)([O-])[O-].[Na+].[Na+].[CH3:24][O:25][C:26]1[N:31]=[C:30]([O:32][CH3:33])[C:29](B(O)O)=[CH:28][N:27]=1.O.